Dataset: Catalyst prediction with 721,799 reactions and 888 catalyst types from USPTO. Task: Predict which catalyst facilitates the given reaction. (1) Product: [Br:15][C:8]1[CH:9]=[CH:10][C:11]([O:13][CH3:14])=[C:12]2[C:7]=1[N:6]=[CH:5][CH:4]([C:16](=[O:24])[C:17]1[CH:18]=[CH:19][C:20]([F:23])=[CH:21][CH:22]=1)[C:3]2=[O:25]. Reactant: CO[C:3](=[O:25])[C:4]([C:16](=[O:24])[C:17]1[CH:22]=[CH:21][C:20]([F:23])=[CH:19][CH:18]=1)=[CH:5][NH:6][C:7]1[CH:12]=[C:11]([O:13][CH3:14])[CH:10]=[CH:9][C:8]=1[Br:15].C([O-])(O)=O.[Na+]. The catalyst class is: 14. (2) Reactant: [C:1]1([OH:9])[CH:6]=[C:5]([CH3:7])[CH:4]=[C:3]([CH3:8])[CH:2]=1.[C:10](=O)([O-])[O-].[K+].[K+].CN(C=O)C.IC. Product: [CH3:10][O:9][C:1]1[CH:6]=[C:5]([CH3:7])[CH:4]=[C:3]([CH3:8])[CH:2]=1. The catalyst class is: 6. (3) Reactant: [Cl:1][C:2]1[CH:7]=[CH:6][C:5]([CH:8]2[C:15]3[C:14]([CH3:16])=[N:13][N:12](C4CN(C(OC(C)(C)C)=O)C4)[C:11]=3[C:10](=[O:28])[N:9]2[C:29]2[CH:30]=[C:31]([CH3:39])[C:32]3[N:33]([C:35]([CH3:38])=[N:36][N:37]=3)[CH:34]=2)=[CH:4][CH:3]=1.CO.ClC1C=CC(C2C3C(C4CC4)=NNC=3C(=O)N2C2C=C(C)C3N(C(C)=NN=3)C=2)=CC=1. Product: [Cl:1][C:2]1[CH:7]=[CH:6][C:5]([C@@H:8]2[C:15]3[C:14]([CH3:16])=[N:13][NH:12][C:11]=3[C:10](=[O:28])[N:9]2[C:29]2[CH:30]=[C:31]([CH3:39])[C:32]3[N:33]([C:35]([CH3:38])=[N:36][N:37]=3)[CH:34]=2)=[CH:4][CH:3]=1. The catalyst class is: 27. (4) Reactant: [N:1]1[CH:6]=[CH:5][CH:4]=[CH:3][C:2]=1[C:7]1[O:8][C:9]2[CH2:14][CH2:13][NH:12][CH2:11][C:10]=2[N:15]=1.Br[C:17]1[CH:22]=[C:21]([F:23])[CH:20]=[C:19]([F:24])[CH:18]=1.CC1(C)C2C(=C(P(C3C=CC=CC=3)C3C=CC=CC=3)C=CC=2)OC2C(P(C3C=CC=CC=3)C3C=CC=CC=3)=CC=CC1=2.C(O[Na])(C)(C)C. Product: [F:23][C:21]1[CH:22]=[C:17]([N:12]2[CH2:13][CH2:14][C:9]3[O:8][C:7]([C:2]4[CH:3]=[CH:4][CH:5]=[CH:6][N:1]=4)=[N:15][C:10]=3[CH2:11]2)[CH:18]=[C:19]([F:24])[CH:20]=1. The catalyst class is: 222.